This data is from Forward reaction prediction with 1.9M reactions from USPTO patents (1976-2016). The task is: Predict the product of the given reaction. (1) Given the reactants [Br:1]N1C(=O)CCC1=O.[CH2:9]([O:16][C:17]1[CH:18]=[C:19]2[C:23](=[CH:24][CH:25]=1)[NH:22][C:21]([C:26]([O:28][CH2:29][CH3:30])=[O:27])=[CH:20]2)[C:10]1[CH:15]=[CH:14][CH:13]=[CH:12][CH:11]=1, predict the reaction product. The product is: [CH2:9]([O:16][C:17]1[CH:18]=[C:19]2[C:23](=[CH:24][CH:25]=1)[NH:22][C:21]([C:26]([O:28][CH2:29][CH3:30])=[O:27])=[C:20]2[Br:1])[C:10]1[CH:11]=[CH:12][CH:13]=[CH:14][CH:15]=1. (2) Given the reactants [Cl:1][C:2]1[N:7]=[N:6][C:5]([C:8](OC)=[O:9])=[C:4]([NH:12][C:13]2[CH:18]=[CH:17][CH:16]=[C:15]([CH:19]([CH3:21])[CH3:20])[N:14]=2)[CH:3]=1.[NH3:22], predict the reaction product. The product is: [Cl:1][C:2]1[N:7]=[N:6][C:5]([C:8]([NH2:22])=[O:9])=[C:4]([NH:12][C:13]2[CH:18]=[CH:17][CH:16]=[C:15]([CH:19]([CH3:21])[CH3:20])[N:14]=2)[CH:3]=1. (3) Given the reactants [F:1][C:2]1[CH:7]=[C:6]([CH3:8])[C:5](I)=[CH:4][C:3]=1[C@:10]1([CH3:21])[CH2:15][C@@H:14]([C:16]([F:19])([F:18])[F:17])[O:13][C:12]([NH2:20])=[N:11]1.[C:22]([C:24]1[C:25]([F:33])=[C:26](B(O)O)[CH:27]=[CH:28][CH:29]=1)#[N:23], predict the reaction product. The product is: [NH2:20][C:12]1[O:13][C@H:14]([C:16]([F:19])([F:18])[F:17])[CH2:15][C@:10]([C:3]2[C:2]([F:1])=[CH:7][C:6]([CH3:8])=[C:5]([C:26]3[CH:27]=[CH:28][CH:29]=[C:24]([C:22]#[N:23])[C:25]=3[F:33])[CH:4]=2)([CH3:21])[N:11]=1. (4) Given the reactants [NH:1]1[CH:5]=[CH:4][CH:3]=[N:2]1.[H-].[Na+].Cl[C:9]1[CH:30]=[CH:29][C:12]([C:13]([NH:15][C:16]2[CH:21]=[CH:20][C:19]([Cl:22])=[C:18]([C:23]3[CH:28]=[CH:27][CH:26]=[CH:25][N:24]=3)[CH:17]=2)=[O:14])=[C:11]([CH3:31])[N:10]=1, predict the reaction product. The product is: [Cl:22][C:19]1[CH:20]=[CH:21][C:16]([NH:15][C:13](=[O:14])[C:12]2[CH:29]=[CH:30][C:9]([N:1]3[CH:5]=[CH:4][CH:3]=[N:2]3)=[N:10][C:11]=2[CH3:31])=[CH:17][C:18]=1[C:23]1[CH:28]=[CH:27][CH:26]=[CH:25][N:24]=1. (5) Given the reactants Br[CH2:2][CH2:3][CH2:4][O:5][CH2:6][C:7]1[CH:12]=[CH:11][CH:10]=[CH:9][CH:8]=1.[NH2:13][CH2:14][CH2:15][CH2:16][OH:17].[Cl:18][C:19]1[CH:24]=[CH:23][C:22]([S:25]([C:28]2[C:37]3[C:32](=[C:33]([F:39])[CH:34]=[CH:35][C:36]=3[F:38])[O:31][CH2:30][CH:29]=2)(=[O:27])=[O:26])=[CH:21][CH:20]=1.C(N(CC)CC)C, predict the reaction product. The product is: [CH2:6]([O:5][CH2:4][CH2:3][CH2:2][N:13]([CH:29]1[CH:28]([S:25]([C:22]2[CH:21]=[CH:20][C:19]([Cl:18])=[CH:24][CH:23]=2)(=[O:27])=[O:26])[C:37]2[C:32](=[C:33]([F:39])[CH:34]=[CH:35][C:36]=2[F:38])[O:31][CH2:30]1)[CH2:14][CH2:15][CH2:16][OH:17])[C:7]1[CH:12]=[CH:11][CH:10]=[CH:9][CH:8]=1.